From a dataset of Reaction yield outcomes from USPTO patents with 853,638 reactions. Predict the reaction yield, written as a fraction of the theoretical maximum amount of product (1.0 means a 100% yield; for example, 0.34 means a 34% yield). (1) The reactants are Br[C:2]1[CH:7]=[C:6]([CH2:8][CH2:9][S:10]([N:13]2[CH2:18][CH2:17][O:16][CH2:15][CH2:14]2)(=[O:12])=[O:11])[CH:5]=[CH:4][C:3]=1[NH2:19].CCO.C([O-])([O-])=O.[Na+].[Na+].[C:29]1(B(O)O)[CH2:34][CH2:33][CH2:32][CH2:31][CH:30]=1. The catalyst is C1(C)C=CC=CC=1.CCOC(C)=O.C1C=CC([P]([Pd]([P](C2C=CC=CC=2)(C2C=CC=CC=2)C2C=CC=CC=2)([P](C2C=CC=CC=2)(C2C=CC=CC=2)C2C=CC=CC=2)[P](C2C=CC=CC=2)(C2C=CC=CC=2)C2C=CC=CC=2)(C2C=CC=CC=2)C2C=CC=CC=2)=CC=1. The product is [C:29]1([C:2]2[CH:7]=[C:6]([CH2:8][CH2:9][S:10]([N:13]3[CH2:18][CH2:17][O:16][CH2:15][CH2:14]3)(=[O:12])=[O:11])[CH:5]=[CH:4][C:3]=2[NH2:19])[CH2:34][CH2:33][CH2:32][CH2:31][CH:30]=1. The yield is 0.990. (2) The reactants are [Cl:1][C:2]1[CH:7]=[CH:6][N:5]=[C:4]2[N:8]([S:31]([C:34]3[CH:39]=[CH:38][C:37]([CH3:40])=[CH:36][CH:35]=3)(=[O:33])=[O:32])[C:9]([C:11]3[C:15]4=[N:16][C:17]([O:22][CH3:23])=[C:18]([O:20][CH3:21])[CH:19]=[C:14]4[N:13](C(OC(C)(C)C)=O)[CH:12]=3)=[CH:10][C:3]=12. The catalyst is C(O)(C(F)(F)F)=O.C(Cl)Cl. The product is [Cl:1][C:2]1[CH:7]=[CH:6][N:5]=[C:4]2[N:8]([S:31]([C:34]3[CH:39]=[CH:38][C:37]([CH3:40])=[CH:36][CH:35]=3)(=[O:32])=[O:33])[C:9]([C:11]3[C:15]4=[N:16][C:17]([O:22][CH3:23])=[C:18]([O:20][CH3:21])[CH:19]=[C:14]4[NH:13][CH:12]=3)=[CH:10][C:3]=12. The yield is 0.960.